Dataset: Forward reaction prediction with 1.9M reactions from USPTO patents (1976-2016). Task: Predict the product of the given reaction. (1) Given the reactants [CH3:1][O:2][C:3]1[CH:8]=[CH:7][C:6]([CH2:9][C:10]([OH:12])=O)=[CH:5][CH:4]=1.[NH2:13][C:14]1[CH:18]=[CH:17][S:16][C:15]=1[C:19]([O:21][CH3:22])=[O:20], predict the reaction product. The product is: [CH3:1][O:2][C:3]1[CH:4]=[CH:5][C:6]([CH2:9][C:10]([NH:13][C:14]2[CH:18]=[CH:17][S:16][C:15]=2[C:19]([O:21][CH3:22])=[O:20])=[O:12])=[CH:7][CH:8]=1. (2) Given the reactants O(C)[Na].[NH2:4][OH:5].[Cl:6][C:7]1[CH:12]=[C:11]([N:13]2[C:18](=[O:19])[NH:17][C:16](=[O:20])[CH:15]=[N:14]2)[CH:10]=[CH:9][C:8]=1[CH:21]([C:24]1[CH:29]=[CH:28][C:27]([Cl:30])=[CH:26][CH:25]=1)[C:22]#[N:23], predict the reaction product. The product is: [Cl:6][C:7]1[CH:12]=[C:11]([N:13]2[C:18](=[O:19])[NH:17][C:16](=[O:20])[CH:15]=[N:14]2)[CH:10]=[CH:9][C:8]=1[CH:21]([C:24]1[CH:25]=[CH:26][C:27]([Cl:30])=[CH:28][CH:29]=1)[C:22](=[N:4][OH:5])[NH2:23]. (3) The product is: [C:12]([N:11]=[C:10]([S:9][CH3:8])[NH:1][C:2]1[CH:3]=[N:4][CH:5]=[CH:6][CH:7]=1)#[N:13]. Given the reactants [NH2:1][C:2]1[CH:3]=[N:4][CH:5]=[CH:6][CH:7]=1.[CH3:8][S:9][C:10](SC)=[N:11][C:12]#[N:13], predict the reaction product. (4) Given the reactants Cl.[OH:2][CH:3]1[O:11][C@H:10]([CH2:12][OH:13])[C@@H:8]([OH:9])[C@H:6]([OH:7])[C@H:4]1[NH2:5].[OH-].[Na+].[CH3:16][O:17][C:18]1[CH:19]=[CH:20][C:21]([CH:24]=O)=[CH:22][CH:23]=1, predict the reaction product. The product is: [CH3:16][O:17][C:18]1[CH:19]=[CH:20][C:21]([CH:24]=[N:5][C@@H:4]2[C@@H:6]([OH:7])[C@H:8]([OH:9])[C@@H:10]([CH2:12][OH:13])[O:11][CH:3]2[OH:2])=[CH:22][CH:23]=1. (5) Given the reactants [F:1][C:2]1[CH:9]=[C:8](F)[CH:7]=[C:6]([F:11])[C:3]=1[C:4]#[N:5].[CH3:12][C:13]([O:16][C:17]([NH:19][CH:20]1[CH2:25][CH2:24][NH:23][CH2:22][CH2:21]1)=[O:18])([CH3:15])[CH3:14].C(N(CC)C(C)C)(C)C, predict the reaction product. The product is: [C:13]([O:16][C:17](=[O:18])[NH:19][CH:20]1[CH2:25][CH2:24][N:23]([C:8]2[CH:9]=[C:2]([F:1])[C:3]([C:4]#[N:5])=[C:6]([F:11])[CH:7]=2)[CH2:22][CH2:21]1)([CH3:15])([CH3:12])[CH3:14].